From a dataset of Forward reaction prediction with 1.9M reactions from USPTO patents (1976-2016). Predict the product of the given reaction. (1) Given the reactants Cl[C:2]1[CH:11]=[CH:10][N:9]=[C:8]2[C:3]=1[C:4]1[CH:16]=[C:15]([O:17][CH3:18])[C:14]([O:19][CH3:20])=[CH:13][C:5]=1[C:6](=[O:12])[NH:7]2.[Cl:21][C:22]1[CH:28]=[CH:27][C:25]([NH2:26])=[CH:24][CH:23]=1, predict the reaction product. The product is: [Cl:21][C:22]1[CH:28]=[CH:27][C:25]([NH:26][C:2]2[CH:11]=[CH:10][N:9]=[C:8]3[C:3]=2[C:4]2[CH:16]=[C:15]([O:17][CH3:18])[C:14]([O:19][CH3:20])=[CH:13][C:5]=2[C:6](=[O:12])[NH:7]3)=[CH:24][CH:23]=1. (2) Given the reactants [C:1]1([N:7]([C:18]2[CH:23]=[CH:22][C:21](B3OC(C)(C)C(C)(C)O3)=[CH:20][CH:19]=2)[C:8]2[C:17]3[C:12](=[CH:13][CH:14]=[CH:15][CH:16]=3)[CH:11]=[CH:10][CH:9]=2)[CH:6]=[CH:5][CH:4]=[CH:3][CH:2]=1.Br[C:34]1[CH:39]=[N:38][C:37]([Br:40])=[CH:36][N:35]=1.C([O-])([O-])=O.[K+].[K+], predict the reaction product. The product is: [Br:40][C:37]1[N:38]=[CH:39][C:34]([C:4]2[CH:3]=[CH:2][C:1]([N:7]([C:18]3[CH:23]=[CH:22][CH:21]=[CH:20][CH:19]=3)[C:8]3[C:17]4[C:12](=[CH:13][CH:14]=[CH:15][CH:16]=4)[CH:11]=[CH:10][CH:9]=3)=[CH:6][CH:5]=2)=[N:35][CH:36]=1. (3) Given the reactants [C:1]([O:5][C:6]([N:8]1[CH2:13][CH2:12][N:11]([C:14]2[CH:19]=[CH:18][CH:17]=[CH:16][C:15]=2[OH:20])[CH2:10][CH2:9]1)=[O:7])([CH3:4])([CH3:3])[CH3:2].C(=O)([O-])[O-].[Cs+].[Cs+].Cl.[N:28]1[CH:33]=[CH:32][C:31]([CH2:34]Cl)=[CH:30][CH:29]=1, predict the reaction product. The product is: [C:1]([O:5][C:6]([N:8]1[CH2:9][CH2:10][N:11]([C:14]2[CH:19]=[CH:18][CH:17]=[CH:16][C:15]=2[O:20][CH2:34][C:31]2[CH:32]=[CH:33][N:28]=[CH:29][CH:30]=2)[CH2:12][CH2:13]1)=[O:7])([CH3:4])([CH3:2])[CH3:3]. (4) Given the reactants [Cl:1][C:2]1[C:7]([F:8])=[CH:6][CH:5]=[C:4]([Cl:9])[C:3]=1[CH:10]([C:12]1[C:20]2[C:15](=[N:16][CH:17]=[C:18](B3OC(C)(C)C(C)(C)O3)[CH:19]=2)[NH:14][CH:13]=1)[CH3:11].I[C:31]1[CH:32]=[N:33][N:34]([CH:36]2[CH2:41][CH2:40][C:39](=[O:42])[CH2:38][CH2:37]2)[CH:35]=1.C(=O)([O-])[O-].[K+].[K+].O1CCOCC1, predict the reaction product. The product is: [Cl:1][C:2]1[C:7]([F:8])=[CH:6][CH:5]=[C:4]([Cl:9])[C:3]=1[CH:10]([C:12]1[C:20]2[C:15](=[N:16][CH:17]=[C:18]([C:31]3[CH:32]=[N:33][N:34]([CH:36]4[CH2:37][CH2:38][C:39](=[O:42])[CH2:40][CH2:41]4)[CH:35]=3)[CH:19]=2)[NH:14][CH:13]=1)[CH3:11]. (5) The product is: [CH2:1]([O:3][P:4]([CH2:9][CH2:10][N:11]([CH:37]=[O:38])[CH2:12][C:13]([CH3:36])=[CH:14][CH2:15][C:16]1[C:17]([O:29][CH2:30][CH2:31][Si:32]([CH3:33])([CH3:34])[CH3:35])=[C:18]2[C:22](=[C:23]([CH3:27])[C:24]=1[O:25][CH3:26])[CH2:21][O:20][C:19]2=[O:28])(=[O:8])[O:5][CH2:6][CH3:7])[CH3:2]. Given the reactants [CH2:1]([O:3][P:4]([CH2:9][CH2:10][NH:11][CH2:12][C:13]([CH3:36])=[CH:14][CH2:15][C:16]1[C:17]([O:29][CH2:30][CH2:31][Si:32]([CH3:35])([CH3:34])[CH3:33])=[C:18]2[C:22](=[C:23]([CH3:27])[C:24]=1[O:25][CH3:26])[CH2:21][O:20][C:19]2=[O:28])(=[O:8])[O:5][CH2:6][CH3:7])[CH3:2].[CH:37](OC=O)=[O:38], predict the reaction product. (6) Given the reactants C(O[C:4]([C:6]1([CH2:12][CH2:13]OC)[CH2:11][CH2:10][NH:9][CH2:8][CH2:7]1)=[O:5])C.[F:16][C:17]([F:30])([F:29])[O:18][C:19]1[CH:24]=[CH:23][CH:22]=[CH:21][C:20]=1[S:25](Cl)(=[O:27])=[O:26].[CH2:31]([C:34]1[CH:40]=[CH:39][C:37]([NH2:38])=[CH:36][CH:35]=1)[CH2:32][CH3:33], predict the reaction product. The product is: [CH2:31]([C:34]1[CH:40]=[CH:39][C:37]([N:38]2[CH2:13][CH2:12][C:6]3([CH2:7][CH2:8][N:9]([S:25]([C:20]4[CH:21]=[CH:22][CH:23]=[CH:24][C:19]=4[O:18][C:17]([F:30])([F:29])[F:16])(=[O:27])=[O:26])[CH2:10][CH2:11]3)[C:4]2=[O:5])=[CH:36][CH:35]=1)[CH2:32][CH3:33]. (7) Given the reactants [C:1]([O:5][C:6]([N:8]1[C@@H:12]([CH2:13][OH:14])[CH2:11][CH2:10][C@H:9]1[C:15]([OH:17])=[O:16])=[O:7])([CH3:4])([CH3:3])[CH3:2].[CH2:18]([Li])CCC.S(OC)(OC)(=O)=O, predict the reaction product. The product is: [C:1]([O:5][C:6]([N:8]1[C@@H:12]([CH2:13][O:14][CH3:18])[CH2:11][CH2:10][C@H:9]1[C:15]([OH:17])=[O:16])=[O:7])([CH3:4])([CH3:2])[CH3:3]. (8) Given the reactants [Cl:1][C:2]1[CH:10]=[N:9][CH:8]=[CH:7][C:3]=1[C:4]([OH:6])=[O:5].[CH3:11][CH2:12]O, predict the reaction product. The product is: [CH2:11]([O:5][C:4](=[O:6])[C:3]1[CH:7]=[CH:8][N:9]=[CH:10][C:2]=1[Cl:1])[CH3:12].